This data is from Full USPTO retrosynthesis dataset with 1.9M reactions from patents (1976-2016). The task is: Predict the reactants needed to synthesize the given product. Given the product [ClH:1].[NH2:50][CH2:49][C@H:46]1[CH2:47][CH2:48][C@H:43]([C:41]([NH:40][C@@H:24]([CH2:23][C:19]2[CH:18]=[C:17]([C:4]3[CH:5]=[C:6]([S:9]([N:12]4[CH2:13][CH2:14][CH2:15][CH2:16]4)(=[O:10])=[O:11])[CH:7]=[CH:8][C:3]=3[CH3:2])[CH:22]=[CH:21][CH:20]=2)[C:25](=[O:39])[NH:26][C:27]2[CH:32]=[CH:31][C:30]([C:33]3[NH:37][C:36](=[O:38])[O:35][N:34]=3)=[CH:29][CH:28]=2)=[O:42])[CH2:44][CH2:45]1, predict the reactants needed to synthesize it. The reactants are: [ClH:1].[CH3:2][C:3]1[CH:8]=[CH:7][C:6]([S:9]([N:12]2[CH2:16][CH2:15][CH2:14][CH2:13]2)(=[O:11])=[O:10])=[CH:5][C:4]=1[C:17]1[CH:22]=[CH:21][CH:20]=[C:19]([CH2:23][C@H:24]([NH:40][C:41]([C@H:43]2[CH2:48][CH2:47][C@H:46]([CH2:49][NH:50]C(=O)OC(C)(C)C)[CH2:45][CH2:44]2)=[O:42])[C:25](=[O:39])[NH:26][C:27]2[CH:32]=[CH:31][C:30]([C:33]3[NH:37][C:36](=[O:38])[O:35][N:34]=3)=[CH:29][CH:28]=2)[CH:18]=1.C(#N)C.